This data is from Full USPTO retrosynthesis dataset with 1.9M reactions from patents (1976-2016). The task is: Predict the reactants needed to synthesize the given product. (1) Given the product [N:1]([C:2]1[C:21]([I:22])=[C:6]([C:7]([NH:9][CH2:10][CH:11]([O:17][C:18](=[O:20])[CH3:19])[CH2:12][O:13][C:14](=[O:16])[CH3:15])=[O:8])[C:5]([I:23])=[C:4]([C:3]=1[I:38])[C:24]([NH:26][CH2:27][CH:28]([O:34][C:35](=[O:37])[CH3:36])[CH2:29][O:30][C:31](=[O:33])[CH3:32])=[O:25])=[C:39]=[O:40], predict the reactants needed to synthesize it. The reactants are: [NH2:1][C:2]1[C:3]([I:38])=[C:4]([C:24]([NH:26][CH2:27][CH:28]([O:34][C:35](=[O:37])[CH3:36])[CH2:29][O:30][C:31](=[O:33])[CH3:32])=[O:25])[C:5]([I:23])=[C:6]([C:21]=1[I:22])[C:7]([NH:9][CH2:10][CH:11]([O:17][C:18](=[O:20])[CH3:19])[CH2:12][O:13][C:14](=[O:16])[CH3:15])=[O:8].[C:39](Cl)(Cl)=[O:40]. (2) Given the product [NH3:1].[NH2:79][C@H:80]([C:88]([OH:90])=[O:89])[CH2:81][C:82]1[CH:87]=[CH:86][CH:85]=[CH:84][CH:83]=1, predict the reactants needed to synthesize it. The reactants are: [NH:1](C(C)=O)[C@H](C(N[C@H](C(O)=O)CCCCN)=O)CC1C=CC=CC=1.N(C(C)=O)[C@H](C(N[C@H](C(O)=O)CCCCNC(=C1C(=O)CC(C)(C)CC1=O)CC(C)C)=O)CC1C=CC=CC=1.C(O)(C(F)(F)F)=O.N1CCCCC1.NN.[NH2:79][C@H:80]([C:88]([OH:90])=[O:89])[CH2:81][C:82]1[CH:87]=[CH:86][CH:85]=[CH:84][CH:83]=1.N[C@H](C(O)=O)CCCCN. (3) The reactants are: [F:1][C:2]1[CH:3]=[C:4]2[C:8](=[CH:9][CH:10]=1)[NH:7][C:6](=[O:11])[CH2:5]2.[CH:12]([C:14]1[NH:18][C:17]2[CH2:19][CH2:20][CH2:21][CH2:22][CH2:23][C:16]=2[C:15]=1[CH2:24][CH2:25][C:26]([OH:28])=[O:27])=O.N1CCCCC1. Given the product [F:1][C:2]1[CH:3]=[C:4]2[C:8](=[CH:9][CH:10]=1)[NH:7][C:6](=[O:11])/[C:5]/2=[CH:12]\[C:14]1[NH:18][C:17]2[CH2:19][CH2:20][CH2:21][CH2:22][CH2:23][C:16]=2[C:15]=1[CH2:24][CH2:25][C:26]([OH:28])=[O:27], predict the reactants needed to synthesize it. (4) The reactants are: [F:1][CH:2]([CH3:27])[CH2:3][N:4]1[CH2:9][CH2:8][CH:7]([CH2:10][O:11][C:12]2[CH:17]=[CH:16][C:15]([C:18]3[CH:23]=[CH:22][C:21]([C:24](O)=[O:25])=[CH:20][CH:19]=3)=[CH:14][CH:13]=2)[CH2:6][CH2:5]1.Cl.[CH3:29][NH:30][CH3:31].C1CN([P+](ON2N=NC3C=CC=CC2=3)(N2CCCC2)N2CCCC2)CC1.F[P-](F)(F)(F)(F)F.CCN(C(C)C)C(C)C. Given the product [F:1][CH:2]([CH3:27])[CH2:3][N:4]1[CH2:5][CH2:6][CH:7]([CH2:10][O:11][C:12]2[CH:17]=[CH:16][C:15]([C:18]3[CH:23]=[CH:22][C:21]([C:24]([N:30]([CH3:31])[CH3:29])=[O:25])=[CH:20][CH:19]=3)=[CH:14][CH:13]=2)[CH2:8][CH2:9]1, predict the reactants needed to synthesize it. (5) The reactants are: [F:1][C:2]1[CH:7]=[C:6]([F:8])[CH:5]=[CH:4][C:3]=1[C:9]1[CH:10]=[C:11]([CH2:20]OS(C)(=O)=O)[C:12](=[O:19])[N:13]([CH2:15][CH:16]([CH3:18])[CH3:17])[N:14]=1.[N:26]1([C:32]([O:34][C:35]([CH3:38])([CH3:37])[CH3:36])=[O:33])[CH2:31][CH2:30][NH:29][CH2:28][CH2:27]1. Given the product [C:35]([O:34][C:32]([N:26]1[CH2:31][CH2:30][N:29]([CH2:20][C:11]2[C:12](=[O:19])[N:13]([CH2:15][CH:16]([CH3:17])[CH3:18])[N:14]=[C:9]([C:3]3[CH:4]=[CH:5][C:6]([F:8])=[CH:7][C:2]=3[F:1])[CH:10]=2)[CH2:28][CH2:27]1)=[O:33])([CH3:38])([CH3:36])[CH3:37], predict the reactants needed to synthesize it.